From a dataset of Experimentally validated miRNA-target interactions with 360,000+ pairs, plus equal number of negative samples. Binary Classification. Given a miRNA mature sequence and a target amino acid sequence, predict their likelihood of interaction. (1) The miRNA is hsa-miR-6810-5p with sequence AUGGGGACAGGGAUCAGCAUGGC. The protein sequence of the target gene is MWRVCARRAQNVAPWAGLEARWTALQEVPGTPRVTSRSGPAPARRNSVTTGYGGVRALCGWTPSSGATPRNRLLLQLLGSPGRRYYSLPPHQKVPLPSLSPTMQAGTIARWEKKEGDKINEGDLIAEVETDKATVGFESLEECYMAKILVAEGTRDVPIGAIICITVGKPEDIEAFKNYTLDSSAAPTPQAAPAPTPAATASPPTPSAQAPGSSYPPHMQVLLPALSPTMTMGTVQRWEKKVGEKLSEGDLLAEIETDKATIGFEVQEEGYLAKILVPEGTRDVPLGTPLCIIVEKEADI.... Result: 0 (no interaction). (2) The protein sequence of the target gene is MIPVSLLVVVVGGWTAVYLADLVLKSSVYFKHSYEDWLENNGLSISPFHIRWQTSIFNRAFYSWGRRKARMLYQWFNFGMVFGVIAMFSSFFLLGKTLMQTLAQMMADSPSPYSSSSSSSSSSSSSSSSSSSLHNEQVLQVVVPGINLPVNQLTYFFAAVLISGVVHEIGHGIAAIREQVRFNGFGIFLFIIYPGAFVDLFTTHLQLISPVQQLRIFCAGIWHNFVLALLGILALVLLPVILLPFYYTGVGVLITEVAEDSPAIGPRGLFVGDLVTHLQDCPVTNVQDWNECLDTIAYEP.... The miRNA is mmu-miR-377-3p with sequence AUCACACAAAGGCAACUUUUGU. Result: 1 (interaction).